The task is: Predict the reactants needed to synthesize the given product.. This data is from Full USPTO retrosynthesis dataset with 1.9M reactions from patents (1976-2016). (1) The reactants are: [Si]([O:8][CH2:9][C@@H:10]1[CH2:12][C@H:11]1[C:13]1[N:17]2[C:18](=[O:36])[CH:19]=[C:20]([CH:22]([N:24]3[C:28]([CH:29]4[CH2:31][CH2:30]4)=[CH:27][C:26]([C:32]([F:35])([F:34])[F:33])=[N:25]3)[CH3:23])[N:21]=[C:16]2[S:15][C:14]=1[CH3:37])(C(C)(C)C)(C)C.Cl. Given the product [CH:29]1([C:28]2[N:24]([CH:22]([C:20]3[N:21]=[C:16]4[S:15][C:14]([CH3:37])=[C:13]([C@@H:11]5[CH2:12][C@H:10]5[CH2:9][OH:8])[N:17]4[C:18](=[O:36])[CH:19]=3)[CH3:23])[N:25]=[C:26]([C:32]([F:35])([F:33])[F:34])[CH:27]=2)[CH2:31][CH2:30]1, predict the reactants needed to synthesize it. (2) Given the product [CH:24]([C:18]1[C:17]2[C:21](=[CH:22][CH:23]=[C:15]([CH:14]3[C:13]([C:30]#[N:31])=[C:12]([CH3:32])[NH:11][C:10]([CH3:33])=[C:9]3[C:7]#[N:8])[CH:16]=2)[NH:20][N:19]=1)=[O:25], predict the reactants needed to synthesize it. The reactants are: [H-].[Al+3].[Li+].[H-].[H-].[H-].[C:7]([C:9]1[CH:14]([C:15]2[CH:16]=[C:17]3[C:21](=[CH:22][CH:23]=2)[NH:20][N:19]=[C:18]3[C:24](N(OC)C)=[O:25])[C:13]([C:30]#[N:31])=[C:12]([CH3:32])[NH:11][C:10]=1[CH3:33])#[N:8].